Dataset: Forward reaction prediction with 1.9M reactions from USPTO patents (1976-2016). Task: Predict the product of the given reaction. (1) Given the reactants O[CH:2]([CH2:30][OH:31])[CH2:3][N:4]1[C:28](=[O:29])[C:7]2=[N:8][N:9]([CH2:16][C:17]3[CH:22]=[CH:21][C:20]([N:23]4[CH:27]=[CH:26][CH:25]=[N:24]4)=[CH:19][CH:18]=3)[C:10]3[CH:11]=[CH:12][CH:13]=[CH:14][C:15]=3[C:6]2=[N:5]1.[H-].[Na+].IC.[CH3:36][OH:37].[CH3:38]N(C)C=O, predict the reaction product. The product is: [CH3:36][O:37][CH:2]([CH2:30][O:31][CH3:38])[CH2:3][N:4]1[C:28](=[O:29])[C:7]2=[N:8][N:9]([CH2:16][C:17]3[CH:22]=[CH:21][C:20]([N:23]4[CH:27]=[CH:26][CH:25]=[N:24]4)=[CH:19][CH:18]=3)[C:10]3[CH:11]=[CH:12][CH:13]=[CH:14][C:15]=3[C:6]2=[N:5]1. (2) Given the reactants Br[C:2]1([C:11](OC)=O)[CH2:10][C:9]2[C:4](=[CH:5][CH:6]=[CH:7][CH:8]=2)[NH:3]1.CC1(C)[C:20](C)(C)[O:19]B(C=C)O1.[C:26](=[O:29])([O-])[O-].[Cs+].[Cs+].O1CCOC[CH2:33]1.O, predict the reaction product. The product is: [CH:11]([C:2]1[NH:3][C:4]2[C:9]([C:10]=1[C:26]([O:19][CH3:20])=[O:29])=[CH:8][CH:7]=[CH:6][CH:5]=2)=[CH2:33].